From a dataset of Forward reaction prediction with 1.9M reactions from USPTO patents (1976-2016). Predict the product of the given reaction. (1) Given the reactants N1C=CC=CC=1.[NH2:7][C@@H:8]([C:13]([OH:15])=[O:14])[CH2:9][CH:10]([CH3:12])[CH3:11].C[Si](Cl)(C)C.[C:21](Cl)(=[O:31])[CH2:22][CH2:23][CH2:24][CH2:25][CH2:26][CH2:27][CH2:28][CH2:29][CH3:30], predict the reaction product. The product is: [C:21]([NH:7][C@@H:8]([C:13]([OH:15])=[O:14])[CH2:9][CH:10]([CH3:12])[CH3:11])(=[O:31])[CH2:22][CH2:23][CH2:24][CH2:25][CH2:26][CH2:27][CH2:28][CH2:29][CH3:30]. (2) Given the reactants [NH:1]1[C:9]2[C:4](=[C:5]([C:10]3[CH:11]=[C:12]([CH2:16][C:17]([OH:19])=[O:18])[CH:13]=[CH:14][CH:15]=3)[CH:6]=[CH:7][CH:8]=2)[CH:3]=[CH:2]1.C([OH:22])C.C(O)(=O)C.[Br-].[Br-].[Br-].[NH+]1C=CC=CC=1.[NH+]1C=CC=CC=1.[NH+]1C=CC=CC=1, predict the reaction product. The product is: [O:22]=[C:2]1[CH2:3][C:4]2[C:9](=[CH:8][CH:7]=[CH:6][C:5]=2[C:10]2[CH:11]=[C:12]([CH2:16][C:17]([OH:19])=[O:18])[CH:13]=[CH:14][CH:15]=2)[NH:1]1. (3) Given the reactants [C:1](N1C=CN=C1)(N1C=CN=C1)=[O:2].[NH2:13][C:14]1[C:19]([F:20])=[CH:18][CH:17]=[CH:16][C:15]=1[OH:21], predict the reaction product. The product is: [F:20][C:19]1[C:14]2[NH:13][C:1](=[O:2])[O:21][C:15]=2[CH:16]=[CH:17][CH:18]=1. (4) Given the reactants Cl[C:2]1[C:11]2[CH:10]=[C:9]([O:12][CH3:13])[CH:8]=[CH:7][C:6]=2[N:5]=[C:4]2[C:14]3[C:19]([CH2:20][C:3]=12)=[CH:18][C:17]([O:21][CH3:22])=[CH:16][CH:15]=3.P(Br)(Br)([Br:25])=O, predict the reaction product. The product is: [Br:25][C:2]1[C:11]2[CH:10]=[C:9]([O:12][CH3:13])[CH:8]=[CH:7][C:6]=2[N:5]=[C:4]2[C:14]3[C:19]([CH2:20][C:3]=12)=[CH:18][C:17]([O:21][CH3:22])=[CH:16][CH:15]=3.